This data is from Catalyst prediction with 721,799 reactions and 888 catalyst types from USPTO. The task is: Predict which catalyst facilitates the given reaction. (1) Reactant: [S:1](Cl)(Cl)(=[O:3])=[O:2].[NH2:6][C:7]1[CH:8]=[C:9]([CH:35]=[CH:36][CH:37]=1)[O:10][CH2:11][C@@H:12]([O:31][C:32](=[O:34])[CH3:33])[CH2:13][N:14]1[CH2:19][CH2:18][N:17]([S:20]([C:23]2[CH:28]=[CH:27][C:26]([O:29][CH3:30])=[CH:25][CH:24]=2)(=[O:22])=[O:21])[CH2:16][CH2:15]1. Product: [C:32]([O:31][C@@H:12]([CH2:13][N:14]1[CH2:15][CH2:16][N:17]([S:20]([C:23]2[CH:24]=[CH:25][C:26]([O:29][CH3:30])=[CH:27][CH:28]=2)(=[O:22])=[O:21])[CH2:18][CH2:19]1)[CH2:11][O:10][C:9]1[CH:35]=[CH:36][CH:37]=[C:7]([N:6]=[S:1](=[O:3])=[O:2])[CH:8]=1)(=[O:34])[CH3:33]. The catalyst class is: 202. (2) Reactant: [CH2:1]([O:3][C:4](=[O:18])[CH2:5][NH:6][CH2:7][C:8]1[CH:13]=[C:12]([Cl:14])[CH:11]=[CH:10][C:9]=1[N+:15]([O-:17])=[O:16])[CH3:2].[C:19](O[C:19]([O:21][C:22]([CH3:25])([CH3:24])[CH3:23])=[O:20])([O:21][C:22]([CH3:25])([CH3:24])[CH3:23])=[O:20]. Product: [CH2:1]([O:3][C:4](=[O:18])[CH2:5][N:6]([C:19]([O:21][C:22]([CH3:25])([CH3:24])[CH3:23])=[O:20])[CH2:7][C:8]1[CH:13]=[C:12]([Cl:14])[CH:11]=[CH:10][C:9]=1[N+:15]([O-:17])=[O:16])[CH3:2]. The catalyst class is: 4. (3) The catalyst class is: 12. Reactant: Cl.[Cl:2][C:3]1[NH:7][C:6]([C:8]2[CH:13]=[CH:12][C:11]([NH:14][C:15](=[O:53])[C@@H:16]([NH:35][C:36]([C@H:38]3[CH2:43][CH2:42][C@H:41]([CH2:44][NH:45]C(=O)OC(C)(C)C)[CH2:40][CH2:39]3)=[O:37])[CH2:17][C:18]3[CH:23]=[CH:22][C:21]([C:24]4[CH:29]=[CH:28][C:27]([S:30](=[O:33])(=[O:32])[NH2:31])=[CH:26][C:25]=4[CH3:34])=[CH:20][CH:19]=3)=[CH:10][CH:9]=2)=[N:5][N:4]=1.C(#N)C. Product: [ClH:2].[NH2:45][CH2:44][C@H:41]1[CH2:40][CH2:39][C@H:38]([C:36]([NH:35][C@@H:16]([CH2:17][C:18]2[CH:19]=[CH:20][C:21]([C:24]3[CH:29]=[CH:28][C:27]([S:30](=[O:32])(=[O:33])[NH2:31])=[CH:26][C:25]=3[CH3:34])=[CH:22][CH:23]=2)[C:15]([NH:14][C:11]2[CH:10]=[CH:9][C:8]([C:6]3[NH:7][C:3]([Cl:2])=[N:4][N:5]=3)=[CH:13][CH:12]=2)=[O:53])=[O:37])[CH2:43][CH2:42]1.